Dataset: Reaction yield outcomes from USPTO patents with 853,638 reactions. Task: Predict the reaction yield, written as a fraction of the theoretical maximum amount of product (1.0 means a 100% yield; for example, 0.34 means a 34% yield). (1) The reactants are [F:1][C:2]([F:24])([F:23])[S:3]([O:6][C:7]1[CH:12]=[C:11](I)[C:10](I)=[CH:9][C:8]=1[O:15][S:16]([C:19]([F:22])([F:21])[F:20])(=[O:18])=[O:17])(=[O:5])=[O:4].CCN([CH2:30][CH3:31])CC.[CH2:32]([O:37][CH2:38][C:39]1[CH:44]=[CH:43][CH:42]=[CH:41][CH:40]=1)[CH2:33][CH2:34][C:35]#[CH:36]. The catalyst is C1COCC1.Cl[Pd](Cl)([P](C1C=CC=CC=1)(C1C=CC=CC=1)C1C=CC=CC=1)[P](C1C=CC=CC=1)(C1C=CC=CC=1)C1C=CC=CC=1. The product is [F:1][C:2]([F:24])([F:23])[S:3]([O:6][C:7]1[CH:12]=[C:11]([C:36]#[C:35][CH2:34][CH2:33][CH2:32][O:37][CH2:38][C:39]2[CH:40]=[CH:41][CH:42]=[CH:43][CH:44]=2)[C:10]([C:36]#[C:35][CH2:34][CH2:33][CH2:32][O:37][CH2:38][C:31]2[CH:30]=[CH:44][CH:39]=[CH:40][CH:41]=2)=[CH:9][C:8]=1[O:15][S:16]([C:19]([F:22])([F:21])[F:20])(=[O:18])=[O:17])(=[O:5])=[O:4]. The yield is 0.790. (2) The reactants are [F:1][CH:2]([F:25])[O:3][C:4]1[CH:24]=[CH:23][C:7]2[NH:8][C:9]([S:11][CH2:12][C:13]3[C:18]([O:19][CH3:20])=[C:17]([O:21][CH3:22])[CH:16]=[CH:15][N:14]=3)=[N:10][C:6]=2[CH:5]=1.[OH-].[Na+].[O-]Cl.[Na+].S(S([O-])=O)([O-])(=O)=[O:32].[Na+].[Na+].Cl. The catalyst is C(#N)C. The product is [CH3:22][O:21][C:17]1[CH:16]=[CH:15][N:14]=[C:13]([CH2:12][S+:11]([O-:32])[C:9]2[NH:8][C:7]3[CH:23]=[CH:24][C:4]([O:3][CH:2]([F:1])[F:25])=[CH:5][C:6]=3[N:10]=2)[C:18]=1[O:19][CH3:20]. The yield is 0.648. (3) The reactants are [Br:1][C:2]1[N:7]=[CH:6][C:5]2[C:8]([I:11])=[N:9][NH:10][C:4]=2[CH:3]=1.[H-].[Na+].I[CH:15]([CH3:17])[CH3:16]. The catalyst is CN(C)C=O. The product is [Br:1][C:2]1[N:7]=[CH:6][C:5]2[C:8]([I:11])=[N:9][N:10]([CH:15]([CH3:17])[CH3:16])[C:4]=2[CH:3]=1. The yield is 0.440. (4) The reactants are [CH2:1]([O:11][CH:12](O)[C:13]1[CH:18]=[CH:17][CH:16]=[CH:15][CH:14]=1)[CH2:2][CH2:3][CH2:4][CH2:5][CH2:6][CH2:7][CH2:8][CH:9]=[CH2:10].P(Br)(Br)[Br:21].CO.C(=O)([O-])O.[Na+]. The catalyst is C(OCC)C. The product is [CH2:1]([O:11][CH:12]([Br:21])[C:13]1[CH:18]=[CH:17][CH:16]=[CH:15][CH:14]=1)[CH2:2][CH2:3][CH2:4][CH2:5][CH2:6][CH2:7][CH2:8][CH:9]=[CH2:10]. The yield is 0.916. (5) The reactants are [CH2:1]([O:8][NH:9][C@H:10]1[CH2:15][N:14](C(=O)C(F)(F)F)[C@H:13]([C:22]([O:24][C:25]([CH3:28])([CH3:27])[CH3:26])=[O:23])[CH2:12][CH2:11]1)[C:2]1[CH:7]=[CH:6][CH:5]=[CH:4][CH:3]=1.O.[OH-].[Na+].C(O)(=O)C. The catalyst is O1CCOCC1. The product is [CH2:1]([O:8][NH:9][C@H:10]1[CH2:15][NH:14][C@H:13]([C:22]([O:24][C:25]([CH3:28])([CH3:27])[CH3:26])=[O:23])[CH2:12][CH2:11]1)[C:2]1[CH:3]=[CH:4][CH:5]=[CH:6][CH:7]=1. The yield is 0.900. (6) The reactants are Br[C:2]1[C:7]([CH3:8])=[CH:6][CH:5]=[CH:4][N:3]=1.C([O-])([O-])=O.[K+].[K+].N#N.[C:17]([O:21][C:22]([C:24]1[CH:25]=[C:26](B(O)O)[CH:27]=[CH:28][CH:29]=1)=[O:23])([CH3:20])([CH3:19])[CH3:18].C(Cl)Cl.CS(O)(=O)=O.[OH-].[Na+]. The catalyst is C1(C)C=CC=CC=1.C1C=CC(P(C2C=CC=CC=2)[C-]2C=CC=C2)=CC=1.C1C=CC(P(C2C=CC=CC=2)[C-]2C=CC=C2)=CC=1.Cl[Pd]Cl.[Fe+2].O. The product is [C:17]([O:21][C:22](=[O:23])[C:24]1[CH:25]=[CH:26][CH:27]=[C:28]([C:2]2[C:7]([CH3:8])=[CH:6][CH:5]=[CH:4][N:3]=2)[CH:29]=1)([CH3:20])([CH3:18])[CH3:19]. The yield is 0.820.